Dataset: Peptide-MHC class II binding affinity with 134,281 pairs from IEDB. Task: Regression. Given a peptide amino acid sequence and an MHC pseudo amino acid sequence, predict their binding affinity value. This is MHC class II binding data. (1) The binding affinity (normalized) is 0.260. The peptide sequence is TMLLGMLMICSAA. The MHC is H-2-IAd with pseudo-sequence H-2-IAd. (2) The peptide sequence is KIPGGAMYADDTAGWDT. The MHC is DRB1_1101 with pseudo-sequence DRB1_1101. The binding affinity (normalized) is 0.525. (3) The peptide sequence is PVGGQSSFYSDWYSPACGKA. The MHC is DRB1_0301 with pseudo-sequence DRB1_0301. The binding affinity (normalized) is 0. (4) The peptide sequence is YDKFLAWVSTVLTGK. The MHC is DRB1_0701 with pseudo-sequence DRB1_0701. The binding affinity (normalized) is 0.724. (5) The binding affinity (normalized) is 0.575. The peptide sequence is VGMVTLYLGVMVQAD. The MHC is DRB1_1501 with pseudo-sequence DRB1_1501. (6) The peptide sequence is AAATAGTTVYGAFAE. The MHC is HLA-DPA10103-DPB10601 with pseudo-sequence HLA-DPA10103-DPB10601. The binding affinity (normalized) is 0.0935. (7) The peptide sequence is EGRRAKLRSAGEVEI. The MHC is HLA-DPA10201-DPB11401 with pseudo-sequence HLA-DPA10201-DPB11401. The binding affinity (normalized) is 0.0872.